The task is: Predict which catalyst facilitates the given reaction.. This data is from Catalyst prediction with 721,799 reactions and 888 catalyst types from USPTO. Reactant: Br[CH2:2][C:3]1[C:8]([CH2:9][CH3:10])=[CH:7][CH:6]=[CH:5][C:4]=1[N:11]1[C:15](=[O:16])[N:14]([CH3:17])[N:13]=[N:12]1.[CH3:18][C:19]1[CH:24]=[CH:23][C:22]([N:25]2[CH:29]=[CH:28][C:27]([OH:30])=[N:26]2)=[CH:21][CH:20]=1.C(=O)([O-])[O-].[K+].[K+].C(#N)C. Product: [CH3:18][C:19]1[CH:20]=[CH:21][C:22]([N:25]2[CH:29]=[CH:28][C:27]([O:30][CH2:2][C:3]3[C:8]([CH2:9][CH3:10])=[CH:7][CH:6]=[CH:5][C:4]=3[N:11]3[C:15](=[O:16])[N:14]([CH3:17])[N:13]=[N:12]3)=[N:26]2)=[CH:23][CH:24]=1. The catalyst class is: 6.